Task: Regression. Given a peptide amino acid sequence and an MHC pseudo amino acid sequence, predict their binding affinity value. This is MHC class I binding data.. Dataset: Peptide-MHC class I binding affinity with 185,985 pairs from IEDB/IMGT (1) The peptide sequence is AFEDLRLLSFI. The MHC is HLA-A24:02 with pseudo-sequence HLA-A24:02. The binding affinity (normalized) is 0.0927. (2) The MHC is HLA-B27:05 with pseudo-sequence HLA-B27:05. The binding affinity (normalized) is 0.0847. The peptide sequence is HLAGFIHAC. (3) The peptide sequence is FTDGVCLFW. The MHC is HLA-A31:01 with pseudo-sequence HLA-A31:01. The binding affinity (normalized) is 0.0847. (4) The peptide sequence is AVKGVGTMV. The MHC is HLA-A02:01 with pseudo-sequence HLA-A02:01. The binding affinity (normalized) is 0. (5) The peptide sequence is VTTILTPML. The MHC is HLA-A02:01 with pseudo-sequence HLA-A02:01. The binding affinity (normalized) is 0.534. (6) The peptide sequence is SVFELSNFA. The MHC is HLA-B39:01 with pseudo-sequence HLA-B39:01. The binding affinity (normalized) is 0.0847.